Task: Predict the reaction yield, written as a fraction of the theoretical maximum amount of product (1.0 means a 100% yield; for example, 0.34 means a 34% yield).. Dataset: Reaction yield outcomes from USPTO patents with 853,638 reactions (1) The reactants are [K].[C:2]([O:6][C:7](=[O:13])[CH:8]([C:11]#[N:12])[CH:9]=[O:10])([CH3:5])([CH3:4])[CH3:3].[Cl-].[C:15]1([S+:21]([C:28]2[CH:33]=[CH:32][CH:31]=[CH:30][CH:29]=2)[C:22]2[CH:27]=[CH:26][CH:25]=[CH:24][CH:23]=2)[CH:20]=[CH:19][CH:18]=[CH:17][CH:16]=1.O. No catalyst specified. The product is [C:28]1([S+:21]([C:15]2[CH:16]=[CH:17][CH:18]=[CH:19][CH:20]=2)[C:22]2[CH:27]=[CH:26][CH:25]=[CH:24][CH:23]=2)[CH:29]=[CH:30][CH:31]=[CH:32][CH:33]=1.[C:2]([O:6][C:7](=[O:13])[CH:8]([C:11]#[N:12])[CH:9]=[O:10])([CH3:5])([CH3:3])[CH3:4]. The yield is 0.790. (2) The reactants are C(NC(C)C)(C)C.C([Li])CCC.Cl.[Br:14][C:15]1[CH:20]=[CH:19][N:18]=[CH:17][CH:16]=1.CN([CH:24]=[O:25])C. The catalyst is C1COCC1. The product is [Br:14][C:15]1[C:20]([CH:24]=[O:25])=[CH:19][N:18]=[CH:17][CH:16]=1. The yield is 0.640. (3) The reactants are [CH2:1]1[C:9]2[C:4](=[CH:5][CH:6]=[CH:7][CH:8]=2)[CH2:3][N:2]1[N:10]([CH3:35])[C:11](=[O:34])[CH2:12][N:13]([C:18]1[CH:19]=[C:20]2[C:24](=[CH:25][C:26]=1[CH3:27])[N:23](C1CCCCO1)[N:22]=[CH:21]2)[CH2:14][C:15]([OH:17])=[O:16].S(=O)(=O)(O)O.[CH2:41](O)[CH3:42]. No catalyst specified. The product is [CH2:41]([O:17][C:15](=[O:16])[CH2:14][N:13]([CH2:12][C:11]([N:10]([N:2]1[CH2:3][C:4]2[C:9](=[CH:8][CH:7]=[CH:6][CH:5]=2)[CH2:1]1)[CH3:35])=[O:34])[C:18]1[CH:19]=[C:20]2[C:24](=[CH:25][C:26]=1[CH3:27])[NH:23][N:22]=[CH:21]2)[CH3:42]. The yield is 0.830. (4) The reactants are [F:1][C:2]1[C:3]2[CH:4]=[C:5]3[C:14]4[N:15]=[C:16]([C:19]5[C:20]([N:40]([CH3:45])[S:41]([CH3:44])(=[O:43])=[O:42])=[CH:21][C:22]6[O:26][C:25]([C:27]7[CH:28]=[N:29][C:30]([O:33]C)=[CH:31][CH:32]=7)=[C:24]([C:35]([NH:37][CH3:38])=[O:36])[C:23]=6[CH:39]=5)[CH:17]=[CH:18][C:13]=4[O:12][CH2:11][N:6]3[C:7]=2[CH:8]=[CH:9][CH:10]=1.Br.CC(O)=O. The catalyst is CC(O)=O. The product is [F:1][C:2]1[C:3]2[CH:4]=[C:5]3[C:14]4[N:15]=[C:16]([C:19]5[C:20]([N:40]([CH3:45])[S:41]([CH3:44])(=[O:43])=[O:42])=[CH:21][C:22]6[O:26][C:25]([C:27]7[CH:32]=[CH:31][C:30](=[O:33])[NH:29][CH:28]=7)=[C:24]([C:35]([NH:37][CH3:38])=[O:36])[C:23]=6[CH:39]=5)[CH:17]=[CH:18][C:13]=4[O:12][CH2:11][N:6]3[C:7]=2[CH:8]=[CH:9][CH:10]=1. The yield is 0.500. (5) The reactants are [C:1]1([NH2:8])[CH:6]=[CH:5][C:4]([NH2:7])=[CH:3][CH:2]=1.CO.[C:11]1(=[O:17])[O:16][C:14](=[O:15])[CH:13]=[CH:12]1. The catalyst is O1CCCC1. The product is [CH3:14][OH:15].[NH2:7][C:4]1[CH:5]=[CH:6][C:1]([NH:8][C:11](=[O:17])/[CH:12]=[CH:13]\[C:14]([OH:16])=[O:15])=[CH:2][CH:3]=1. The yield is 0.860.